From a dataset of Full USPTO retrosynthesis dataset with 1.9M reactions from patents (1976-2016). Predict the reactants needed to synthesize the given product. (1) Given the product [Cl:14][C:15]1[CH:23]=[CH:22][CH:21]=[C:20]([Cl:24])[C:16]=1[C:17]([NH:13][CH2:12][CH2:11][C:10]#[C:9][C:7]1[CH:6]=[CH:5][CH:4]=[C:3]([CH2:2][F:1])[N:8]=1)=[O:18], predict the reactants needed to synthesize it. The reactants are: [F:1][CH2:2][C:3]1[N:8]=[C:7]([C:9]#[C:10][CH2:11][CH2:12][NH2:13])[CH:6]=[CH:5][CH:4]=1.[Cl:14][C:15]1[CH:23]=[CH:22][CH:21]=[C:20]([Cl:24])[C:16]=1[C:17](Cl)=[O:18]. (2) Given the product [CH2:15]([O:14][C:9](=[O:13])[C@H:10]([O:8][C:5]1[CH:6]=[CH:7][C:2]([F:1])=[CH:3][CH:4]=1)[CH3:12])[CH3:16], predict the reactants needed to synthesize it. The reactants are: [F:1][C:2]1[CH:7]=[CH:6][C:5]([OH:8])=[CH:4][CH:3]=1.[C:9]([O:14][CH2:15][CH3:16])(=[O:13])[C@H:10]([CH3:12])O.C1(P(C2C=CC=CC=2)C2C=CC=CC=2)C=CC=CC=1.CC(OC(/N=N/C(OC(C)C)=O)=O)C. (3) The reactants are: [OH:1][C@H:2]1[C@H:22]([O:23][CH3:24])[C@@H:21]([C:25]([O:27][CH3:28])=[O:26])[C@@H:20]2[C@@H:4]([CH2:5][N:6]3[C@H:18]([CH2:19]2)[C:17]2[NH:16][C:15]4[C:10](=[CH:11][CH:12]=[C:13]([O:29][CH3:30])[CH:14]=4)[C:9]=2[CH2:8][CH2:7]3)[CH2:3]1.[C:31]([O:35][C:36]([NH:38][CH2:39][C:40]1[CH:48]=[CH:47][C:43]([C:44](O)=[O:45])=[CH:42][CH:41]=1)=[O:37])([CH3:34])([CH3:33])[CH3:32].C1CCC(N=C=NC2CCCCC2)CC1. Given the product [C:31]([O:35][C:36]([NH:38][CH2:39][C:40]1[CH:48]=[CH:47][C:43]([C:44]([O:1][C@H:2]2[C@H:22]([O:23][CH3:24])[C@@H:21]([C:25]([O:27][CH3:28])=[O:26])[C@@H:20]3[C@@H:4]([CH2:5][N:6]4[C@H:18]([CH2:19]3)[C:17]3[NH:16][C:15]5[C:10](=[CH:11][CH:12]=[C:13]([O:29][CH3:30])[CH:14]=5)[C:9]=3[CH2:8][CH2:7]4)[CH2:3]2)=[O:45])=[CH:42][CH:41]=1)=[O:37])([CH3:34])([CH3:32])[CH3:33], predict the reactants needed to synthesize it. (4) Given the product [N:1]([CH2:4][C:5]1[C:6]([C:18]2[CH:23]=[CH:22][CH:21]=[CH:20][CH:19]=2)=[N:7][C:8]2[C:13]([C:14]=1[C:15]([NH:55][C@H:52]([C:46]1[CH:51]=[CH:50][CH:49]=[CH:48][CH:47]=1)[CH2:53][CH3:54])=[O:17])=[CH:12][CH:11]=[CH:10][CH:9]=2)=[N+:2]=[N-:3], predict the reactants needed to synthesize it. The reactants are: [N:1]([CH2:4][C:5]1[C:6]([C:18]2[CH:23]=[CH:22][CH:21]=[CH:20][CH:19]=2)=[N:7][C:8]2[C:13]([C:14]=1[C:15]([OH:17])=O)=[CH:12][CH:11]=[CH:10][CH:9]=2)=[N+:2]=[N-:3].C1C=C2N=NN(O)C2=CC=1.O.CN1CCOCC1.C(Cl)CCl.[C:46]1([C@@H:52]([NH2:55])[CH2:53][CH3:54])[CH:51]=[CH:50][CH:49]=[CH:48][CH:47]=1. (5) Given the product [CH3:8][C:9]([S:12]([NH:26][C@H:27]1[CH2:28][CH2:29][C@H:30]([C:33]([O:35][CH3:36])=[O:34])[CH2:31][CH2:32]1)=[O:13])([CH3:11])[CH3:10], predict the reactants needed to synthesize it. The reactants are: C(N(CC)CC)C.[CH3:8][C:9]([S:12](Cl)=[O:13])([CH3:11])[CH3:10].C1(C)C=CC(S(O)(=O)=O)=CC=1.[NH2:26][C@H:27]1[CH2:32][CH2:31][C@H:30]([C:33]([O:35][CH3:36])=[O:34])[CH2:29][CH2:28]1.O. (6) Given the product [OH:8][C:9]1[CH:10]=[CH:11][CH:12]=[C:13]2[C:18]=1[N:17]=[C:16]([O:19][CH3:20])[CH:15]=[CH:14]2, predict the reactants needed to synthesize it. The reactants are: C([O:8][C:9]1[CH:10]=[CH:11][CH:12]=[C:13]2[C:18]=1[N:17]=[C:16]([O:19][CH3:20])[CH:15]=[CH:14]2)C1C=CC=CC=1. (7) Given the product [CH:34]1([N:31]2[C:30](=[O:39])[N:29]([CH3:40])[C:28]3[C:32]2=[N:33][C:25]([NH:4][C:3]2[CH:5]=[CH:6][C:7]([S:9]([CH3:12])(=[O:11])=[O:10])=[CH:8][C:2]=2[F:1])=[N:26][CH:27]=3)[CH2:35][CH2:36][CH2:37][CH2:38]1, predict the reactants needed to synthesize it. The reactants are: [F:1][C:2]1[CH:8]=[C:7]([S:9]([CH3:12])(=[O:11])=[O:10])[CH:6]=[CH:5][C:3]=1[NH2:4].CC1C=CC(S(O)(=O)=O)=CC=1.Cl[C:25]1[N:33]=[C:32]2[C:28]([N:29]([CH3:40])[C:30](=[O:39])[N:31]2[CH:34]2[CH2:38][CH2:37][CH2:36][CH2:35]2)=[CH:27][N:26]=1.C(O)CCC. (8) Given the product [C:1]([O:4][CH2:5][CH:6]([OH:23])[C@@H:7]([NH:15][C:16]([O:18][C:19]([CH3:22])([CH3:21])[CH3:20])=[O:17])[CH2:8][C:9]1[CH:10]=[CH:11][CH:12]=[CH:13][CH:14]=1)(=[O:3])[CH3:2], predict the reactants needed to synthesize it. The reactants are: [C:1]([O:4][CH:5](SC)[C:6](=[O:23])[C@@H:7]([NH:15][C:16]([O:18][C:19]([CH3:22])([CH3:21])[CH3:20])=[O:17])[CH2:8][C:9]1[CH:14]=[CH:13][CH:12]=[CH:11][CH:10]=1)(=[O:3])[CH3:2].[BH4-].[Na+].Cl. (9) Given the product [F:47][C:43]1[CH:44]=[CH:45][CH:46]=[C:9]([F:8])[C:10]=1[CH2:11][O:12][C:13]1[C:14]2[N:15]([C:20]([C:24]([NH:26][CH2:27][CH:28]3[CH2:33][S:32](=[O:35])(=[O:34])[CH2:31][CH2:30][NH:29]3)=[O:25])=[C:21]([CH3:23])[N:22]=2)[CH:16]=[C:17]([CH3:19])[CH:18]=1, predict the reactants needed to synthesize it. The reactants are: FC(F)(F)C(O)=O.[F:8][C:9]1[CH:46]=[CH:45][CH:44]=[C:43]([F:47])[C:10]=1[CH2:11][O:12][C:13]1[C:14]2[N:15]([C:20]([C:24]([NH:26][CH2:27][CH:28]3[CH2:33][S:32](=[O:35])(=[O:34])[CH2:31][CH2:30][N:29]3C(OC(C)(C)C)=O)=[O:25])=[C:21]([CH3:23])[N:22]=2)[CH:16]=[C:17]([CH3:19])[CH:18]=1.Cl. (10) Given the product [ClH:1].[Cl:1][C:2]1[CH:3]=[N+:4]([O-:49])[CH:5]=[C:6]([Cl:48])[C:7]=1[CH2:8][C@H:9]([O:25][C:26](=[O:47])[C:27]1[CH:32]=[CH:31][C:30]([O:33][S:34]([CH2:37][CH2:38][N:39]([CH3:41])[CH3:40])(=[O:36])=[O:35])=[C:29]([O:42][CH2:43][CH:44]2[CH2:45][CH2:46]2)[CH:28]=1)[C:10]1[CH:15]=[CH:14][C:13]([O:16][CH:17]([F:19])[F:18])=[C:12]([O:20][CH2:21][CH:22]2[CH2:24][CH2:23]2)[CH:11]=1, predict the reactants needed to synthesize it. The reactants are: [Cl:1][C:2]1[CH:3]=[N+:4]([O-:49])[CH:5]=[C:6]([Cl:48])[C:7]=1[CH2:8][C@H:9]([O:25][C:26](=[O:47])[C:27]1[CH:32]=[CH:31][C:30]([O:33][S:34]([CH2:37][CH2:38][N:39]([CH3:41])[CH3:40])(=[O:36])=[O:35])=[C:29]([O:42][CH2:43][CH:44]2[CH2:46][CH2:45]2)[CH:28]=1)[C:10]1[CH:15]=[CH:14][C:13]([O:16][CH:17]([F:19])[F:18])=[C:12]([O:20][CH2:21][CH:22]2[CH2:24][CH2:23]2)[CH:11]=1.